Predict which catalyst facilitates the given reaction. From a dataset of Catalyst prediction with 721,799 reactions and 888 catalyst types from USPTO. (1) Reactant: [BH4-].[Na+].B(F)(F)F.CCOCC.[Cl:12][C:13]1[CH:14]=[C:15]([N:24]2[CH:28]=[CH:27][C:26]([C:29]([F:32])([F:31])[F:30])=[N:25]2)[CH:16]=[CH:17][C:18]=1[CH:19]=[CH:20][N+:21]([O-])=O.Cl. Product: [ClH:12].[Cl:12][C:13]1[CH:14]=[C:15]([N:24]2[CH:28]=[CH:27][C:26]([C:29]([F:30])([F:31])[F:32])=[N:25]2)[CH:16]=[CH:17][C:18]=1[CH2:19][CH2:20][NH2:21]. The catalyst class is: 30. (2) Reactant: [NH2:1][C@H:2]([CH3:24])[C@H:3]([NH:8][C:9](=[O:23])[C:10]1[CH:15]=[CH:14][C:13]([C:16]#[C:17][C:18]#[C:19][C@@H:20]([OH:22])[CH3:21])=[CH:12][CH:11]=1)[C:4]([NH:6][OH:7])=[O:5].C=O.O.[C:28]([BH3-])#N.[Na+].C(O)(C(F)(F)F)=O. Product: [OH:7][NH:6][C:4](=[O:5])[C@@H:3]([NH:8][C:9](=[O:23])[C:10]1[CH:15]=[CH:14][C:13]([C:16]#[C:17][C:18]#[C:19][C@@H:20]([OH:22])[CH3:21])=[CH:12][CH:11]=1)[C@H:2]([NH:1][CH3:28])[CH3:24]. The catalyst class is: 121. (3) Reactant: [H-].[Na+].[I:3][C:4]1[CH:5]=[C:6]([CH:9]=[O:10])[NH:7][CH:8]=1.Br[CH:12]([CH3:14])[CH3:13]. Product: [I:3][C:4]1[CH:5]=[C:6]([CH:9]=[O:10])[N:7]([CH:12]([CH3:14])[CH3:13])[CH:8]=1. The catalyst class is: 9. (4) Reactant: [CH2:1]([O:5][CH2:6][CH2:7][O:8][C:9]1[CH:14]=[CH:13][C:12]([C:15]2[CH:16]=[CH:17][C:18]3[NH:24][CH2:23][CH2:22][C:21]([C:25]([NH:27][C:28]4[CH:33]=[CH:32][C:31]([C@H:34]([OH:42])[C:35]5[CH:40]=[CH:39][CH:38]=[CH:37][N+:36]=5[O-:41])=[CH:30][CH:29]=4)=[O:26])=[CH:20][C:19]=3[CH:43]=2)=[CH:11][CH:10]=1)[CH2:2][CH2:3][CH3:4].[CH:44](=O)[CH2:45][CH3:46].C(O[BH-](OC(=O)C)OC(=O)C)(=O)C.[Na+].O. Product: [CH2:1]([O:5][CH2:6][CH2:7][O:8][C:9]1[CH:10]=[CH:11][C:12]([C:15]2[CH:16]=[CH:17][C:18]3[N:24]([CH2:44][CH2:45][CH3:46])[CH2:23][CH2:22][C:21]([C:25]([NH:27][C:28]4[CH:29]=[CH:30][C:31]([C@H:34]([OH:42])[C:35]5[CH:40]=[CH:39][CH:38]=[CH:37][N+:36]=5[O-:41])=[CH:32][CH:33]=4)=[O:26])=[CH:20][C:19]=3[CH:43]=2)=[CH:13][CH:14]=1)[CH2:2][CH2:3][CH3:4]. The catalyst class is: 26. (5) Reactant: [CH2:1]([O:3][CH2:4][C:5]([NH:7][C:8]1[CH:17]=[CH:16][C:15]2[C:14]([CH3:19])([CH3:18])[CH2:13][CH2:12][C:11]([CH3:21])([CH3:20])[C:10]=2[CH:9]=1)=O)[CH3:2].[H-].[Al+3].[Li+].[H-].[H-].[H-].[OH-].[Na+].[O-]S([O-])(=O)=O.[Mg+2]. Product: [CH2:1]([O:3][CH2:4][CH2:5][NH:7][C:8]1[CH:17]=[CH:16][C:15]2[C:14]([CH3:19])([CH3:18])[CH2:13][CH2:12][C:11]([CH3:20])([CH3:21])[C:10]=2[CH:9]=1)[CH3:2]. The catalyst class is: 316. (6) Reactant: [CH2:1]([O:3][C:4]1[C:5]([C:16](=[O:18])[CH3:17])=[CH:6][C:7]2[CH:8]=[CH:9][CH2:10][C:11]([CH3:15])([CH3:14])[C:12]=2[CH:13]=1)[CH3:2].[CH:19]([N-]C(C)C)(C)C.[Li+].CI. Product: [CH2:1]([O:3][C:4]1[C:5]([C:16](=[O:18])[CH2:17][CH3:19])=[CH:6][C:7]2[CH:8]=[CH:9][CH2:10][C:11]([CH3:14])([CH3:15])[C:12]=2[CH:13]=1)[CH3:2]. The catalyst class is: 1. (7) Reactant: [C:1]([N:8](C1C=CC=CC=1)CC=O)([O:3][C:4]([CH3:7])([CH3:6])[CH3:5])=[O:2].[CH3:18][O:19][C:20]1[CH:26]=[CH:25][CH:24]=[CH:23][C:21]=1[NH2:22].[C:27](O[BH-](OC(=O)C)OC(=O)C)(=O)[CH3:28].[Na+].[C:41](O)(=O)[CH2:42][C:43]([CH2:48][C:49](O)=O)([C:45](O)=O)O. Product: [CH3:18][O:19][C:20]1[CH:26]=[CH:25][CH:24]=[CH:23][C:21]=1[NH:22][CH2:49][CH:48]([NH:8][C:1](=[O:2])[O:3][C:4]([CH3:7])([CH3:6])[CH3:5])[C:43]1[CH:42]=[CH:41][CH:28]=[CH:27][CH:45]=1. The catalyst class is: 96. (8) Reactant: [CH2:1]([N:15]([CH2:26][CH2:27][CH2:28][CH2:29][CH2:30][CH2:31][CH2:32][CH2:33][CH2:34][CH2:35][CH2:36][CH2:37][CH2:38][CH3:39])S(C1C=CC(C)=CC=1)(=O)=O)[CH2:2][CH2:3][CH2:4][CH2:5][CH2:6][CH2:7][CH2:8][CH2:9][CH2:10][CH2:11][CH2:12][CH2:13][CH3:14].[C-]1C2C(=CC=CC=2)C=CC=1.[Li+].CO.O. Product: [CH2:26]([NH:15][CH2:1][CH2:2][CH2:3][CH2:4][CH2:5][CH2:6][CH2:7][CH2:8][CH2:9][CH2:10][CH2:11][CH2:12][CH2:13][CH3:14])[CH2:27][CH2:28][CH2:29][CH2:30][CH2:31][CH2:32][CH2:33][CH2:34][CH2:35][CH2:36][CH2:37][CH2:38][CH3:39]. The catalyst class is: 7. (9) Reactant: [CH3:1][C:2]([CH3:29])=[CH:3][C:4]1[C:12]2[C:11]([NH:13][CH2:14][C:15]3[CH:20]=[N:19][C:18]([CH3:21])=[CH:17][N:16]=3)=[N:10][CH:9]=[N:8][C:7]=2[N:6]([C:22]2[CH:27]=[CH:26][C:25]([CH3:28])=[CH:24][CH:23]=2)[CH:5]=1. Product: [CH2:3]([C:4]1[C:12]2[C:11]([NH:13][CH2:14][C:15]3[CH:20]=[N:19][C:18]([CH3:21])=[CH:17][N:16]=3)=[N:10][CH:9]=[N:8][C:7]=2[N:6]([C:22]2[CH:23]=[CH:24][C:25]([CH3:28])=[CH:26][CH:27]=2)[CH:5]=1)[CH:2]([CH3:29])[CH3:1]. The catalyst class is: 99.